This data is from NCI-60 drug combinations with 297,098 pairs across 59 cell lines. The task is: Regression. Given two drug SMILES strings and cell line genomic features, predict the synergy score measuring deviation from expected non-interaction effect. (1) Drug 1: COC1=CC(=CC(=C1O)OC)C2C3C(COC3=O)C(C4=CC5=C(C=C24)OCO5)OC6C(C(C7C(O6)COC(O7)C8=CC=CS8)O)O. Drug 2: CC1=CC2C(CCC3(C2CCC3(C(=O)C)OC(=O)C)C)C4(C1=CC(=O)CC4)C. Cell line: SW-620. Synergy scores: CSS=16.0, Synergy_ZIP=-2.44, Synergy_Bliss=-5.61, Synergy_Loewe=-41.8, Synergy_HSA=-7.53. (2) Drug 1: C1CCN(CC1)CCOC2=CC=C(C=C2)C(=O)C3=C(SC4=C3C=CC(=C4)O)C5=CC=C(C=C5)O. Drug 2: CCC(=C(C1=CC=CC=C1)C2=CC=C(C=C2)OCCN(C)C)C3=CC=CC=C3.C(C(=O)O)C(CC(=O)O)(C(=O)O)O. Cell line: SNB-75. Synergy scores: CSS=-1.40, Synergy_ZIP=-0.0540, Synergy_Bliss=-1.63, Synergy_Loewe=-4.12, Synergy_HSA=-2.43. (3) Drug 1: CC1=C2C(C(=O)C3(C(CC4C(C3C(C(C2(C)C)(CC1OC(=O)C(C(C5=CC=CC=C5)NC(=O)OC(C)(C)C)O)O)OC(=O)C6=CC=CC=C6)(CO4)OC(=O)C)O)C)O. Drug 2: CCC1=C2CN3C(=CC4=C(C3=O)COC(=O)C4(CC)O)C2=NC5=C1C=C(C=C5)O. Cell line: HS 578T. Synergy scores: CSS=22.2, Synergy_ZIP=-0.268, Synergy_Bliss=5.61, Synergy_Loewe=-9.14, Synergy_HSA=2.60. (4) Drug 1: C1=CC(=CC=C1CCCC(=O)O)N(CCCl)CCCl. Drug 2: C1=NNC2=C1C(=O)NC=N2. Cell line: UACC62. Synergy scores: CSS=14.8, Synergy_ZIP=-8.63, Synergy_Bliss=-9.59, Synergy_Loewe=-19.6, Synergy_HSA=-8.76. (5) Drug 1: CN(C)N=NC1=C(NC=N1)C(=O)N. Drug 2: CCCCCOC(=O)NC1=NC(=O)N(C=C1F)C2C(C(C(O2)C)O)O. Cell line: PC-3. Synergy scores: CSS=1.86, Synergy_ZIP=-0.876, Synergy_Bliss=-2.63, Synergy_Loewe=-4.48, Synergy_HSA=-4.44. (6) Drug 1: CC1C(C(CC(O1)OC2CC(CC3=C2C(=C4C(=C3O)C(=O)C5=C(C4=O)C(=CC=C5)OC)O)(C(=O)CO)O)N)O.Cl. Drug 2: CCN(CC)CCCC(C)NC1=C2C=C(C=CC2=NC3=C1C=CC(=C3)Cl)OC. Cell line: TK-10. Synergy scores: CSS=5.00, Synergy_ZIP=-2.35, Synergy_Bliss=1.31, Synergy_Loewe=1.02, Synergy_HSA=2.36. (7) Drug 1: C1=CC(=C2C(=C1NCCNCCO)C(=O)C3=C(C=CC(=C3C2=O)O)O)NCCNCCO. Drug 2: C1C(C(OC1N2C=NC3=C(N=C(N=C32)Cl)N)CO)O. Cell line: A498. Synergy scores: CSS=35.7, Synergy_ZIP=2.53, Synergy_Bliss=4.19, Synergy_Loewe=-5.59, Synergy_HSA=4.95. (8) Drug 1: CC1C(C(=O)NC(C(=O)N2CCCC2C(=O)N(CC(=O)N(C(C(=O)O1)C(C)C)C)C)C(C)C)NC(=O)C3=C4C(=C(C=C3)C)OC5=C(C(=O)C(=C(C5=N4)C(=O)NC6C(OC(=O)C(N(C(=O)CN(C(=O)C7CCCN7C(=O)C(NC6=O)C(C)C)C)C)C(C)C)C)N)C. Drug 2: C(=O)(N)NO. Cell line: HT29. Synergy scores: CSS=20.0, Synergy_ZIP=-5.32, Synergy_Bliss=-5.91, Synergy_Loewe=-48.2, Synergy_HSA=-6.37. (9) Drug 1: CCC1=CC2CC(C3=C(CN(C2)C1)C4=CC=CC=C4N3)(C5=C(C=C6C(=C5)C78CCN9C7C(C=CC9)(C(C(C8N6C)(C(=O)OC)O)OC(=O)C)CC)OC)C(=O)OC.C(C(C(=O)O)O)(C(=O)O)O. Drug 2: CC1=CC=C(C=C1)C2=CC(=NN2C3=CC=C(C=C3)S(=O)(=O)N)C(F)(F)F. Cell line: UACC62. Synergy scores: CSS=50.5, Synergy_ZIP=3.65, Synergy_Bliss=5.96, Synergy_Loewe=-38.1, Synergy_HSA=5.22.